Dataset: Full USPTO retrosynthesis dataset with 1.9M reactions from patents (1976-2016). Task: Predict the reactants needed to synthesize the given product. (1) Given the product [C:21]([C:25]1[O:29][N:28]=[C:27]([NH:30][C:2]2[CH:3]=[CH:4][C:5]([CH2:8][N:9]3[CH2:14][CH2:13][O:12][C@@H:11]([C:15]4[CH:20]=[CH:19][CH:18]=[CH:17][CH:16]=4)[CH2:10]3)=[CH:6][N:7]=2)[CH:26]=1)([CH3:24])([CH3:23])[CH3:22], predict the reactants needed to synthesize it. The reactants are: Cl[C:2]1[N:7]=[CH:6][C:5]([CH2:8][N:9]2[CH2:14][CH2:13][O:12][C@@H:11]([C:15]3[CH:20]=[CH:19][CH:18]=[CH:17][CH:16]=3)[CH2:10]2)=[CH:4][CH:3]=1.[C:21]([C:25]1[O:29][N:28]=[C:27]([NH2:30])[CH:26]=1)([CH3:24])([CH3:23])[CH3:22].C[Si]([N-][Si](C)(C)C)(C)C.[Na+]. (2) Given the product [CH2:14]([N:2]1[CH2:3][CH2:4][CH:5]([N:8]2[CH2:12][CH2:11][O:10][C:9]2=[O:13])[CH2:6][CH2:7]1)[C:15]1[CH:20]=[CH:19][CH:18]=[CH:17][CH:16]=1, predict the reactants needed to synthesize it. The reactants are: Cl.[NH:2]1[CH2:7][CH2:6][CH:5]([N:8]2[CH2:12][CH2:11][O:10][C:9]2=[O:13])[CH2:4][CH2:3]1.[CH2:14](N1CCC(=O)CC1)[C:15]1[CH:20]=[CH:19][CH:18]=[CH:17][CH:16]=1.C(CN)O.C([BH3-])#N.[Na+].FC(F)(F)S(O)(=O)=O.Cl.C(N1CCC(NCCO)CC1)C1C=CC=CC=1.C(C1NC=CN=1)(C1NC=CN=1)=O. (3) Given the product [CH3:9][C@@H:8]1[CH2:7][CH2:6][CH2:5][N:4]([C:10]([C:12]2[CH:17]=[C:16]([CH3:18])[CH:15]=[CH:14][C:13]=2[N:19]2[CH:23]=[CH:22][CH:21]=[N:20]2)=[O:11])[C@@H:3]1[CH2:2][NH:1][C:25]1[N:26]=[N:27][C:28]([CH3:31])=[CH:29][CH:30]=1, predict the reactants needed to synthesize it. The reactants are: [NH2:1][CH2:2][C@@H:3]1[C@H:8]([CH3:9])[CH2:7][CH2:6][CH2:5][N:4]1[C:10]([C:12]1[CH:17]=[C:16]([CH3:18])[CH:15]=[CH:14][C:13]=1[N:19]1[CH:23]=[CH:22][CH:21]=[N:20]1)=[O:11].Br[C:25]1[N:26]=[N:27][C:28]([CH3:31])=[CH:29][CH:30]=1. (4) Given the product [Br:1][C:2]1[CH:7]=[CH:6][N:5]=[C:4]([N:19]2[CH2:18][CH2:17][N:16]3[C:12]([C:11]([F:22])([F:10])[F:21])=[N:13][N:14]=[C:15]3[CH2:20]2)[CH:3]=1, predict the reactants needed to synthesize it. The reactants are: [Br:1][C:2]1[CH:7]=[CH:6][N:5]=[C:4](F)[CH:3]=1.Cl.[F:10][C:11]([F:22])([F:21])[C:12]1[N:16]2[CH2:17][CH2:18][NH:19][CH2:20][C:15]2=[N:14][N:13]=1.C(=O)([O-])[O-].[K+].[K+]. (5) The reactants are: [CH3:1][S:2]([C:5]1[CH:6]=[C:7]([CH:29]=[CH:30][CH:31]=1)[CH2:8][C:9]1[S:13][C:12]([NH:14][C:15](=[O:17])[CH3:16])=[N:11][C:10]=1/[CH:18]=[CH:19]\[C:20]1[CH:25]=[CH:24][C:23]([N+:26]([O-])=O)=[CH:22][CH:21]=1)(=[O:4])=[O:3].CO.C1COCC1. Given the product [NH2:26][C:23]1[CH:22]=[CH:21][C:20]([CH2:19][CH2:18][C:10]2[N:11]=[C:12]([NH:14][C:15](=[O:17])[CH3:16])[S:13][C:9]=2[CH2:8][C:7]2[CH:29]=[CH:30][CH:31]=[C:5]([S:2]([CH3:1])(=[O:4])=[O:3])[CH:6]=2)=[CH:25][CH:24]=1, predict the reactants needed to synthesize it. (6) Given the product [CH2:33]([O:40][CH2:41][CH2:42][O:43][C:44]1[N:45]=[CH:46][C:47]([NH:50][C:17](=[O:18])[C@@H:16]([C:6]2[CH:7]=[CH:8][C:9]([S:10]([CH:13]3[CH2:15][CH2:14]3)(=[O:12])=[O:11])=[C:4]([CH:1]3[CH2:2][CH2:3]3)[CH:5]=2)[CH2:20][C@H:21]2[CH2:25][CH2:24][C:23](=[O:26])[CH2:22]2)=[N:48][CH:49]=1)[C:34]1[CH:39]=[CH:38][CH:37]=[CH:36][CH:35]=1, predict the reactants needed to synthesize it. The reactants are: [CH:1]1([C:4]2[CH:5]=[C:6]([C@@H:16]([CH2:20][C@H:21]3[CH2:25][CH2:24][C:23](=[O:26])[CH2:22]3)[C:17](O)=[O:18])[CH:7]=[CH:8][C:9]=2[S:10]([CH:13]2[CH2:15][CH2:14]2)(=[O:12])=[O:11])[CH2:3][CH2:2]1.C(Cl)(=O)C(Cl)=O.[CH2:33]([O:40][CH2:41][CH2:42][O:43][C:44]1[N:45]=[CH:46][C:47]([NH2:50])=[N:48][CH:49]=1)[C:34]1[CH:39]=[CH:38][CH:37]=[CH:36][CH:35]=1.N1C=CC=CC=1. (7) Given the product [Cl:10][C:4]1[CH:3]=[C:2]([B:26]([OH:27])[OH:25])[CH:7]=[C:6]([F:8])[C:5]=1[OH:9], predict the reactants needed to synthesize it. The reactants are: Br[C:2]1[CH:7]=[C:6]([F:8])[C:5]([OH:9])=[C:4]([Cl:10])[CH:3]=1.C(=O)=O.CC(C)=O.C[Si](Cl)(C)C.C([O:25][B:26](OCC)[O:27]CC)C.